This data is from Full USPTO retrosynthesis dataset with 1.9M reactions from patents (1976-2016). The task is: Predict the reactants needed to synthesize the given product. (1) Given the product [CH3:1][C:2]1[CH:3]=[CH:4][C:5]([S:8]([O:11][CH2:12][C:13]2([CH2:23][O:24][S:25]([C:28]3[CH:29]=[CH:30][C:31]([CH3:34])=[CH:32][CH:33]=3)(=[O:27])=[O:26])[CH2:18][CH2:17][C:16](=[O:19])[CH2:15][CH2:14]2)(=[O:9])=[O:10])=[CH:6][CH:7]=1, predict the reactants needed to synthesize it. The reactants are: [CH3:1][C:2]1[CH:7]=[CH:6][C:5]([S:8]([O:11][CH2:12][C:13]2([CH2:23][O:24][S:25]([C:28]3[CH:33]=[CH:32][C:31]([CH3:34])=[CH:30][CH:29]=3)(=[O:27])=[O:26])[CH2:18][CH2:17][C:16](OC)([O:19]C)[CH2:15][CH2:14]2)(=[O:10])=[O:9])=[CH:4][CH:3]=1.Cl. (2) Given the product [F:23][C:17]1[C:18]([F:22])=[CH:19][CH:20]=[CH:21][C:16]=1[C@H:13]1[CH2:12][N:11]([CH2:24][CH2:25][S:26]([CH3:29])(=[O:27])=[O:28])[C:10](=[O:30])[C@H:9]([NH:8][C:32]([N:59]2[CH2:60][CH2:61][CH:56]([N:48]3[C:49]4[C:50](=[N:51][CH:52]=[CH:53][CH:54]=4)[NH:55][C:47]3=[O:46])[CH2:57][CH2:58]2)=[O:33])[CH2:15][CH2:14]1, predict the reactants needed to synthesize it. The reactants are: C(N(CC)CC)C.[NH2:8][C@@H:9]1[CH2:15][CH2:14][C@@H:13]([C:16]2[CH:21]=[CH:20][CH:19]=[C:18]([F:22])[C:17]=2[F:23])[CH2:12][N:11]([CH2:24][CH2:25][S:26]([CH3:29])(=[O:28])=[O:27])[C:10]1=[O:30].Cl[C:32](OC1C=CC([N+]([O-])=O)=CC=1)=[O:33].Cl.Cl.[O:46]=[C:47]1[NH:55][C:50]2=[N:51][CH:52]=[CH:53][CH:54]=[C:49]2[N:48]1[CH:56]1[CH2:61][CH2:60][NH:59][CH2:58][CH2:57]1. (3) Given the product [ClH:29].[C:1]([C:4]1[C:5]([C@H:10]([C:11]2[CH:16]=[CH:15][C:14]([C:17]([F:20])([F:18])[F:19])=[CH:13][CH:12]=2)[NH2:21])=[N:6][CH:7]=[CH:8][CH:9]=1)#[C:2][CH3:3], predict the reactants needed to synthesize it. The reactants are: [C:1]([C:4]1[C:5]([C@@H:10]([NH:21]C(=O)OC(C)(C)C)[C:11]2[CH:16]=[CH:15][C:14]([C:17]([F:20])([F:19])[F:18])=[CH:13][CH:12]=2)=[N:6][CH:7]=[CH:8][CH:9]=1)#[C:2][CH3:3].[ClH:29]. (4) Given the product [F:22][C:23]1[CH:30]=[CH:29][CH:28]=[CH:27][C:24]=1[CH2:25][O:7][C:8]1[C:9]([Cl:21])=[CH:10][C:11]2[CH:12]([CH3:20])[CH:13]3[CH2:17][NH:16][CH2:15][CH:14]3[C:18]=2[CH:19]=1, predict the reactants needed to synthesize it. The reactants are: C(NC(=O)[O-])C.[OH:7][C:8]1[C:9]([Cl:21])=[CH:10][C:11]2[CH:12]([CH3:20])[CH:13]3[CH2:17][NH:16][CH2:15][CH:14]3[C:18]=2[CH:19]=1.[F:22][C:23]1[CH:30]=[CH:29][CH:28]=[CH:27][C:24]=1[CH2:25]Br.